This data is from Forward reaction prediction with 1.9M reactions from USPTO patents (1976-2016). The task is: Predict the product of the given reaction. (1) Given the reactants [F:1][C:2]1[CH:11]=[C:10]([NH:12][S:13]([C:16]2[CH:21]=[CH:20][C:19]([N:22]3[CH:26]=[C:25]([CH3:27])[N:24]=[N:23]3)=[CH:18][N:17]=2)(=[O:15])=[O:14])[C:9]([F:28])=[CH:8][C:3]=1[C:4]([O:6]C)=[O:5].[OH-].[Li+].Cl, predict the reaction product. The product is: [F:1][C:2]1[CH:11]=[C:10]([NH:12][S:13]([C:16]2[CH:21]=[CH:20][C:19]([N:22]3[CH:26]=[C:25]([CH3:27])[N:24]=[N:23]3)=[CH:18][N:17]=2)(=[O:15])=[O:14])[C:9]([F:28])=[CH:8][C:3]=1[C:4]([OH:6])=[O:5]. (2) Given the reactants [H-].[Na+].[Br:3][C:4]1[CH:5]=[C:6]([C:10]2[N:14]=[CH:13][NH:12][N:11]=2)[CH:7]=[CH:8][CH:9]=1.I[CH2:16][CH2:17][CH3:18].O, predict the reaction product. The product is: [Br:3][C:4]1[CH:5]=[C:6]([C:10]2[N:14]=[CH:13][N:12]([CH2:16][CH2:17][CH3:18])[N:11]=2)[CH:7]=[CH:8][CH:9]=1. (3) Given the reactants [C:1]1([NH:7][C:8]2[CH:17]=[CH:16][C:15]3[C:10](=[C:11]([C:18]([OH:20])=[O:19])[CH:12]=[CH:13][CH:14]=3)[N:9]=2)[CH:6]=[CH:5][CH:4]=[CH:3][CH:2]=1.[NH2:21][C:22]1[C:23](=[O:29])[NH:24][CH:25]=[CH:26][C:27]=1[NH2:28].CN(C(ON1N=NC2C=CC=NC1=2)=[N+](C)C)C.F[P-](F)(F)(F)(F)F.C(N(C(C)C)C(C)C)C, predict the reaction product. The product is: [NH2:21][C:22]1[C:23](=[O:29])[NH:24][CH:25]=[CH:26][C:27]=1[NH:28][C:18]([C:11]1[CH:12]=[CH:13][CH:14]=[C:15]2[C:10]=1[N:9]=[C:8]([NH:7][C:1]1[CH:2]=[CH:3][CH:4]=[CH:5][CH:6]=1)[CH:17]=[CH:16]2)=[O:20].[NH2:28][C:27]1[CH:26]=[CH:25][NH:24][C:23](=[O:29])[C:22]=1[NH:21][C:18]([C:11]1[CH:12]=[CH:13][CH:14]=[C:15]2[C:10]=1[N:9]=[C:8]([NH:7][C:1]1[CH:6]=[CH:5][CH:4]=[CH:3][CH:2]=1)[CH:17]=[CH:16]2)=[O:19].